Dataset: Forward reaction prediction with 1.9M reactions from USPTO patents (1976-2016). Task: Predict the product of the given reaction. (1) Given the reactants [Br:1][C:2]1[CH:7]=[CH:6][C:5]([SH:8])=[C:4]([C:9]([F:12])([F:11])[F:10])[CH:3]=1.[C:13]([NH2:17])(=[O:16])[CH:14]=[CH2:15].B([O-])([O-])[O-].B([O-])([O-])[O-].B([O-])([O-])[O-].B([O-])([O-])[O-].[Na+].[Na+].[Na+].[Na+].[Na+].[Na+].[Na+].[Na+].[Na+].[Na+].[Na+].[Na+], predict the reaction product. The product is: [Br:1][C:2]1[CH:7]=[CH:6][C:5]([S:8][CH2:15][CH2:14][C:13]([NH2:17])=[O:16])=[C:4]([C:9]([F:12])([F:10])[F:11])[CH:3]=1. (2) Given the reactants [CH3:1][O:2][C:3](=[O:11])[C:4]1[CH:9]=[CH:8][C:7]([OH:10])=[CH:6][CH:5]=1.Cl.Cl[CH2:14][C:15]1[CH:20]=[CH:19][CH:18]=[C:17]([CH3:21])[N:16]=1, predict the reaction product. The product is: [CH3:1][O:2][C:3](=[O:11])[C:4]1[CH:9]=[CH:8][C:7]([O:10][CH2:14][C:15]2[CH:20]=[CH:19][CH:18]=[C:17]([CH3:21])[N:16]=2)=[CH:6][CH:5]=1. (3) Given the reactants [C:1]1([NH:7][C:8]([C:10]2[CH:11]=[N:12][C:13]3[C:18]([C:19]=2[C:20]2[CH:25]=[CH:24][CH:23]=[CH:22][CH:21]=2)=[CH:17][CH:16]=[CH:15][C:14]=3[C:26]([F:29])([F:28])[F:27])=[O:9])[CH:6]=[CH:5][CH:4]=[CH:3][CH:2]=1.[H-].[Na+].[CH3:32]I, predict the reaction product. The product is: [CH3:32][N:7]([C:1]1[CH:2]=[CH:3][CH:4]=[CH:5][CH:6]=1)[C:8]([C:10]1[CH:11]=[N:12][C:13]2[C:18]([C:19]=1[C:20]1[CH:21]=[CH:22][CH:23]=[CH:24][CH:25]=1)=[CH:17][CH:16]=[CH:15][C:14]=2[C:26]([F:29])([F:27])[F:28])=[O:9]. (4) Given the reactants [OH-].[Li+].[O:3]=[C:4]1[NH:12][C:7]2=[N:8][CH:9]=[CH:10][CH:11]=[C:6]2[C:5]21[CH2:20][C:19]1[C:14](=[CH:15][CH:16]=[C:17]([NH:21][C:22]3[N:27]=[CH:26][N:25]=[C:24]([C:28]([O:30]CC)=[O:29])[CH:23]=3)[CH:18]=1)[CH2:13]2.[ClH:33], predict the reaction product. The product is: [ClH:33].[O:3]=[C:4]1[NH:12][C:7]2=[N:8][CH:9]=[CH:10][CH:11]=[C:6]2[C:5]21[CH2:20][C:19]1[C:14](=[CH:15][CH:16]=[C:17]([NH:21][C:22]3[N:27]=[CH:26][N:25]=[C:24]([C:28]([OH:30])=[O:29])[CH:23]=3)[CH:18]=1)[CH2:13]2.